Dataset: Full USPTO retrosynthesis dataset with 1.9M reactions from patents (1976-2016). Task: Predict the reactants needed to synthesize the given product. (1) Given the product [F:13][C:10]1[CH:11]=[CH:12][C:7]([C:4]2[CH:3]=[N:2][NH:16][CH:5]=2)=[CH:8][CH:9]=1, predict the reactants needed to synthesize it. The reactants are: C[N:2](C)[CH:3]=[C:4]([C:7]1[CH:12]=[CH:11][C:10]([F:13])=[CH:9][CH:8]=1)[CH:5]=O.O.[NH2:16]N. (2) The reactants are: Br[C:2]1[S:6][C:5]([C:7]2[CH:8]=[CH:9][C:10]([O:15][CH:16]([CH3:18])[CH3:17])=[C:11]([CH:14]=2)[C:12]#[N:13])=[N:4][CH:3]=1.[Cl:19][C:20]1[C:25]([CH2:26][CH3:27])=[C:24](B(O)O)[CH:23]=[CH:22][N:21]=1.C([O-])([O-])=O.[Cs+].[Cs+].O. Given the product [Cl:19][C:20]1[C:25]([CH2:26][CH3:27])=[C:24]([C:2]2[S:6][C:5]([C:7]3[CH:8]=[CH:9][C:10]([O:15][CH:16]([CH3:18])[CH3:17])=[C:11]([CH:14]=3)[C:12]#[N:13])=[N:4][CH:3]=2)[CH:23]=[CH:22][N:21]=1, predict the reactants needed to synthesize it. (3) Given the product [CH:29]12[CH2:35][CH:32]([NH:33][CH2:34]1)[CH2:31][N:30]2[C:23]([C:20]1[CH:21]=[C:22]2[C:17]([C:16]([S:26]([CH3:28])=[O:27])=[CH:15][N:14]2[C:11]2[N:12]=[CH:13][C:8]([C:3]3[CH:4]=[CH:5][CH:6]=[CH:7][C:2]=3[F:1])=[CH:9][N:10]=2)=[CH:18][CH:19]=1)=[O:25], predict the reactants needed to synthesize it. The reactants are: [F:1][C:2]1[CH:7]=[CH:6][CH:5]=[CH:4][C:3]=1[C:8]1[CH:9]=[N:10][C:11]([N:14]2[C:22]3[C:17](=[CH:18][CH:19]=[C:20]([C:23]([OH:25])=O)[CH:21]=3)[C:16]([S:26]([CH3:28])=[O:27])=[CH:15]2)=[N:12][CH:13]=1.[CH:29]12[CH2:35][CH:32]([NH:33][CH2:34]1)[CH2:31][N:30]2C(OC(C)(C)C)=O.C(P1(=O)OP(CCC)(=O)OP(CCC)(=O)O1)CC. (4) Given the product [Cl:15][CH2:16][C:17]1[N:13]=[C:12]([C:9]2[CH:10]=[CH:11][C:6]([O:5][CH2:4][CH2:3][CH2:2][Cl:1])=[CH:7][CH:8]=2)[S:14][CH:19]=1, predict the reactants needed to synthesize it. The reactants are: [Cl:1][CH2:2][CH2:3][CH2:4][O:5][C:6]1[CH:11]=[CH:10][C:9]([C:12](=[S:14])[NH2:13])=[CH:8][CH:7]=1.[Cl:15][CH2:16][C:17]([CH2:19]Cl)=O. (5) Given the product [CH3:17][C@H:8]([C:5]1[CH:4]=[CH:3][C:2]([NH:1][C:29]([C:28]2[CH:27]=[C:26]([F:25])[CH:34]=[C:33]([F:35])[CH:32]=2)=[O:30])=[CH:7][CH:6]=1)[CH2:9][NH:10][S:11]([CH:14]([CH3:16])[CH3:15])(=[O:13])=[O:12], predict the reactants needed to synthesize it. The reactants are: [NH2:1][C:2]1[CH:7]=[CH:6][C:5]([C@@H:8]([CH3:17])[CH2:9][NH:10][S:11]([CH:14]([CH3:16])[CH3:15])(=[O:13])=[O:12])=[CH:4][CH:3]=1.C(N(CC)CC)C.[F:25][C:26]1[CH:27]=[C:28]([CH:32]=[C:33]([F:35])[CH:34]=1)[C:29](Cl)=[O:30]. (6) Given the product [CH3:1][N:2]1[C:11](=[O:12])[C:10]2[C:5](=[CH:6][C:7]([C:13]([NH:21][C:17]3[S:16][CH:20]=[CH:19][N:18]=3)=[O:14])=[CH:8][CH:9]=2)[N:4]=[CH:3]1, predict the reactants needed to synthesize it. The reactants are: [CH3:1][N:2]1[C:11](=[O:12])[C:10]2[C:5](=[CH:6][C:7]([C:13](Cl)=[O:14])=[CH:8][CH:9]=2)[N:4]=[CH:3]1.[S:16]1[CH:20]=[CH:19][N:18]=[C:17]1[NH2:21].O. (7) Given the product [F:13][C:11]1[CH:10]=[CH:9][C:5]2[CH2:6][CH2:7][CH2:8][C:2]3[S:17][C:16]([NH2:18])=[N:15][C:3]=3[C:4]=2[CH:12]=1, predict the reactants needed to synthesize it. The reactants are: Br[CH:2]1[CH2:8][CH2:7][CH2:6][C:5]2[CH:9]=[CH:10][C:11]([F:13])=[CH:12][C:4]=2[C:3]1=O.[NH2:15][C:16]([NH2:18])=[S:17].